Dataset: NCI-60 drug combinations with 297,098 pairs across 59 cell lines. Task: Regression. Given two drug SMILES strings and cell line genomic features, predict the synergy score measuring deviation from expected non-interaction effect. (1) Drug 1: C1=NC2=C(N1)C(=S)N=CN2. Drug 2: C1CNP(=O)(OC1)N(CCCl)CCCl. Cell line: MDA-MB-231. Synergy scores: CSS=54.8, Synergy_ZIP=0.853, Synergy_Bliss=3.49, Synergy_Loewe=-54.6, Synergy_HSA=2.98. (2) Cell line: SR. Synergy scores: CSS=55.9, Synergy_ZIP=10.1, Synergy_Bliss=5.76, Synergy_Loewe=3.96, Synergy_HSA=8.82. Drug 2: CN1C2=C(C=C(C=C2)N(CCCl)CCCl)N=C1CCCC(=O)O.Cl. Drug 1: CC12CCC(CC1=CCC3C2CCC4(C3CC=C4C5=CN=CC=C5)C)O. (3) Drug 1: C1=NC2=C(N1)C(=S)N=C(N2)N. Drug 2: CCN(CC)CCCC(C)NC1=C2C=C(C=CC2=NC3=C1C=CC(=C3)Cl)OC. Cell line: HT29. Synergy scores: CSS=57.8, Synergy_ZIP=2.86, Synergy_Bliss=3.75, Synergy_Loewe=-2.65, Synergy_HSA=4.54. (4) Drug 1: C1=CC(=C2C(=C1NCCNCCO)C(=O)C3=C(C=CC(=C3C2=O)O)O)NCCNCCO. Drug 2: C(CC(=O)O)C(=O)CN.Cl. Cell line: UO-31. Synergy scores: CSS=28.6, Synergy_ZIP=-8.51, Synergy_Bliss=2.53, Synergy_Loewe=-40.6, Synergy_HSA=3.19. (5) Drug 1: C1=NC(=NC(=O)N1C2C(C(C(O2)CO)O)O)N. Drug 2: CC1C(C(CC(O1)OC2CC(CC3=C2C(=C4C(=C3O)C(=O)C5=C(C4=O)C(=CC=C5)OC)O)(C(=O)CO)O)N)O.Cl. Cell line: MALME-3M. Synergy scores: CSS=47.4, Synergy_ZIP=-3.46, Synergy_Bliss=0.762, Synergy_Loewe=-9.60, Synergy_HSA=2.37. (6) Drug 1: CN(C)N=NC1=C(NC=N1)C(=O)N. Drug 2: CCC(=C(C1=CC=CC=C1)C2=CC=C(C=C2)OCCN(C)C)C3=CC=CC=C3.C(C(=O)O)C(CC(=O)O)(C(=O)O)O. Cell line: NCI-H522. Synergy scores: CSS=2.21, Synergy_ZIP=-1.51, Synergy_Bliss=-1.79, Synergy_Loewe=-2.33, Synergy_HSA=-1.79. (7) Drug 1: C1CC(=O)NC(=O)C1N2CC3=C(C2=O)C=CC=C3N. Drug 2: CCN(CC)CCCC(C)NC1=C2C=C(C=CC2=NC3=C1C=CC(=C3)Cl)OC. Cell line: MCF7. Synergy scores: CSS=33.1, Synergy_ZIP=-4.48, Synergy_Bliss=4.45, Synergy_Loewe=-2.59, Synergy_HSA=4.39. (8) Drug 1: CC=C1C(=O)NC(C(=O)OC2CC(=O)NC(C(=O)NC(CSSCCC=C2)C(=O)N1)C(C)C)C(C)C. Drug 2: C1CCC(C(C1)N)N.C(=O)(C(=O)[O-])[O-].[Pt+4]. Cell line: NCI-H460. Synergy scores: CSS=47.0, Synergy_ZIP=0.00120, Synergy_Bliss=-0.433, Synergy_Loewe=-41.0, Synergy_HSA=1.58.